This data is from Reaction yield outcomes from USPTO patents with 853,638 reactions. The task is: Predict the reaction yield, written as a fraction of the theoretical maximum amount of product (1.0 means a 100% yield; for example, 0.34 means a 34% yield). The reactants are C([C@H:3]([S:7]([C:27]1[CH:32]=[CH:31][CH:30]=[CH:29][CH:28]=1)(=[N:9][C:10]([C:12]1[CH:13]=[N:14][CH:15]=[C:16]([C:18]#[C:19][C:20]2[CH:25]=[CH:24][CH:23]=[C:22]([OH:26])[CH:21]=2)[CH:17]=1)=[O:11])=[O:8])[C:4]([O-:6])=O)C.[CH3:33][NH:34][CH2:35][CH2:36][OH:37]. No catalyst specified. The product is [OH:37][CH2:36][CH2:35][N:34]([CH3:33])[C:4](=[O:6])[CH2:3][S@:7](=[O:8])([C:27]1[CH:32]=[CH:31][CH:30]=[CH:29][CH:28]=1)=[N:9][C:10](=[O:11])[C:12]1[CH:17]=[C:16]([C:18]#[C:19][C:20]2[CH:25]=[CH:24][CH:23]=[C:22]([OH:26])[CH:21]=2)[CH:15]=[N:14][CH:13]=1. The yield is 0.610.